Task: Predict the reactants needed to synthesize the given product.. Dataset: Full USPTO retrosynthesis dataset with 1.9M reactions from patents (1976-2016) Given the product [F:2][C:3]1[C:10]([O:11][CH3:12])=[CH:9][CH:8]=[CH:7][C:4]=1[CH2:5][NH:6][C:16](=[O:17])[C:15]1[CH:19]=[CH:20][CH:21]=[N:22][C:14]=1[NH2:13], predict the reactants needed to synthesize it. The reactants are: Cl.[F:2][C:3]1[C:10]([O:11][CH3:12])=[CH:9][CH:8]=[CH:7][C:4]=1[CH2:5][NH2:6].[NH2:13][C:14]1[N:22]=[CH:21][CH:20]=[CH:19][C:15]=1[C:16](O)=[O:17].CCN=C=NCCCN(C)C.N1C=CC=CC=1.